Task: Predict the product of the given reaction.. Dataset: Forward reaction prediction with 1.9M reactions from USPTO patents (1976-2016) Given the reactants C([O:4][CH2:5][C@@H:6]1[C@@H:11]([O:12]C(=O)C)[C@H:10]([O:16]C(=O)C)[C@@H:9]([O:20]C(=O)C)[C@H:8]([N:24]2[C:32]3[C:27](=[C:28]([CH3:33])[CH:29]=[CH:30][CH:31]=3)[C:26]([CH2:34][C:35]3[CH:40]=[CH:39][C:38]([O:41][CH2:42][CH2:43][CH2:44][N:45]4[CH2:50][C:49]5([CH2:55][CH2:54][N:53]([C:56](=[O:66])[CH2:57][NH:58][C:59](=[O:65])[NH:60][CH2:61][CH:62]([CH3:64])[CH3:63])[CH2:52][CH2:51]5)[CH2:48][CH2:47][CH2:46]4)=[CH:37][CH:36]=3)=[CH:25]2)[O:7]1)(=O)C.CO.C[O-].[Na+], predict the reaction product. The product is: [CH2:61]([NH:60][C:59]([NH:58][CH2:57][C:56]([N:53]1[CH2:54][CH2:55][C:49]2([CH2:48][CH2:47][CH2:46][N:45]([CH2:44][CH2:43][CH2:42][O:41][C:38]3[CH:37]=[CH:36][C:35]([CH2:34][C:26]4[C:27]5[C:32](=[CH:31][CH:30]=[CH:29][C:28]=5[CH3:33])[N:24]([C@H:8]5[C@H:9]([OH:20])[C@@H:10]([OH:16])[C@H:11]([OH:12])[C@@H:6]([CH2:5][OH:4])[O:7]5)[CH:25]=4)=[CH:40][CH:39]=3)[CH2:50]2)[CH2:51][CH2:52]1)=[O:66])=[O:65])[CH:62]([CH3:64])[CH3:63].